This data is from Drug-target binding data from BindingDB using IC50 measurements. The task is: Regression. Given a target protein amino acid sequence and a drug SMILES string, predict the binding affinity score between them. We predict pIC50 (pIC50 = -log10(IC50 in M); higher means more potent). Dataset: bindingdb_ic50. (1) The compound is CN[C@H](C)C(=O)Nc1cc(-c2ncnc3cnn(C)c23)cc(C#Cc2ccc3c(C)nccc3c2)n1. The target protein sequence is SDAVSSDRNFPNSTNLPRNPSMADYEARIFTFGTWIYSVNKEQLARAGFYALGEGDKVKCFHCGGGLTDWKPSEDPWEQHAKWYPGCKYLLEQKGQEYINNIHLTHSLEECLVRTT. The pIC50 is 7.3. (2) The compound is C=C1/C(=C/C=C2/CCC[C@@]3(C)C2CCC3[C@H](C)C[C@H]2C[C@](C)(O)C(=O)N2C)C[C@@H](O)C[C@@H]1O. The target protein (O42392) has sequence MSELRGSWDEQQQSMAYLPDADMDTVAASTSLPDPAGDFDRNVPRICGVCGDRATGFHFNAMTCEGCKGFFRRSMKRKAMFTCPFNGDCKITKDNRRHCQACRLKRCVDIGMMKEFILTDEEVQRKREMILKRKEEEALKESLKPKLSEEQQKVIDTLLEAHHKTFDTTYSDFNKFRPPVRSKFSSRMATHSSSVVSQDFSSEDSNDVFGSDAFAAFPEPMEPQMFSNLDLSEESDESPSMNIELPHLPMLPHLADLVSYSIQKVIGFAKMIPGFRDLTAEDQIALLKSSAIEVIMLRSNQSFTMEDMSWTCGSNDFKYKVSDVTQAGHSMDLLEPLVKFQVGLKKLNLHEEEHVLLMAICILSPDRPGVQDTSLVESIQDRLSDILQTYIRCRHPPPGSRLLYAKMIQKLADLRSLNEEHSKQYRCLSFQPEHSMQLTPLVLEVFGNEIS. The pIC50 is 8.0. (3) The small molecule is O=C(Nc1nc(=O)c2ccccc2s1)c1ccco1. The target protein sequence is MMNVILFLTLSNIFVFNSAQHQINLLSEIVQSRCTQWKVEHGATNISCSEIWNSFESILLSTHTKSACVMKSGLFDDFVYQLFELEQQQQQRHHTIQTEQYFHSQVMNIIRGMCKRLGVCRSLETTFPGYLFDELNWCNGSLTGNTKYGTVCGCDYKSNVVHAFWQSASAEYARRASGNIFVVLNGSVKAPFNENKTFGKIELPLLKHPRVQQLTVKLVHSLEDVNNRQTCESWSLQELANKLNSVHIPFRCIDDPLEFRHYQCIENPGKQLCQFSASTRSNVETLLILFPLVICLTFYTSMNHHHHHH. The pIC50 is 5.7. (4) The target protein (P80025) has sequence MWVCLQLPVFLASVTLFEVAASDTIAQAASTTTISDAVSKVKIQVNKAFLDSRTRLKTTLSSEAPTTQQLSEYFKHAKGRTRTAIRNGQVWEESLKRLRRDTTLTNVTDPSLDLTALSWEVGCGAPVPLVKCDENSPYRTITGDCNNRRSPALGAANRALARWLPAEYEDGLALPFGWTQRKTRNGFRVPLAREVSNKIVGYLDEEGVLDQNRSLLFMQWGQIVDHDLDFAPETELGSNEHSKTQCEEYCIQGDNCFPIMFPKNDPKLKTQGKCMPFFRAGFVCPTPPYQSLAREQINAVTSFLDASLVYGSEPSLASRLRNLSSPLGLMAVNQEAWDHGLAYLPFNNKKPSPCEFINTTARVPCFLAGDFRASEQILLATAHTLLLREHNRLARELKKLNPHWNGEKLYQEARKILGAFIQIITFRDYLPIVLGSEMQKWIPPYQGYNNSVDPRISNVFTFAFRFGHMEVPSTVSRLDENYQPWGPEAELPLHTLFFNT.... The pIC50 is 6.4. The drug is O=C(NO)c1ccccc1O. (5) The drug is O=C(NCc1ccc(S(=O)(=O)c2cccc(C(F)(F)F)c2)cc1)c1cnc2[nH]ncc2c1. The target protein (Q99KQ4) has sequence MNAAAEAEFNILLATDSYKVTHYKQYPPNTSKVYSYFECREKKTENSKVRKVKYEETVFYGLQYILNKYLKGKVVTKEKIQEAKEVYREHFQDDVFNERGWNYILEKYDGHLPIEVKAVPEGSVIPRGNVLFTVENTDPECYWLTNWIETILVQSWYPITVATNSREQKKILAKYLLETSGNLDGLEYKLHDFGYRGVSSQETAGIGASAHLVNFKGTDTVAGIALIKKYYGTKDPVPGYSVPAAEHSTITAWGKDHEKDAFEHIVTQFSSVPVSVVSDSYDIYNACEKIWGEDLRHLIVSRSTEAPLIIRPDSGNPLDTVLKVLDILGKKFPVTENSKGYKLLPPYLRVIQGDGVDINTLQEIVEGMKQKKWSIENVSFGSGGALLQKLTRDLLNCSFKCSYVVTNGLGVNVFKDPVADPNKRSKKGRLSLHRTPAGNFVTLEEGKGDLEEYGHDLLHTVFKNGKVTKSYSFDEVRKNAQLNIEQDVAPH. The pIC50 is 7.2. (6) The small molecule is Nc1c2c(nc3ccccc13)CCCC2. The target protein (P04058) has sequence MNLLVTSSLGVLLHLVVLCQADDHSELLVNTKSGKVMGTRVPVLSSHISAFLGIPFAEPPVGNMRFRRPEPKKPWSGVWNASTYPNNCQQYVDEQFPGFSGSEMWNPNREMSEDCLYLNIWVPSPRPKSTTVMVWIYGGGFYSGSSTLDVYNGKYLAYTEEVVLVSLSYRVGAFGFLALHGSQEAPGNVGLLDQRMALQWVHDNIQFFGGDPKTVTIFGESAGGASVGMHILSPGSRDLFRRAILQSGSPNCPWASVSVAEGRRRAVELGRNLNCNLNSDEELIHCLREKKPQELIDVEWNVLPFDSIFRFSFVPVIDGEFFPTSLESMLNSGNFKKTQILLGVNKDEGSFFLLYGAPGFSKDSESKISREDFMSGVKLSVPHANDLGLDAVTLQYTDWMDDNNGIKNRDGLDDIVGDHNVICPLMHFVNKYTKFGNGTYLYFFNHRASNLVWPEWMGVIHGYEIEFVFGLPLVKELNYTAEEEALSRRIMHYWATFAKT.... The pIC50 is 7.0. (7) The small molecule is O=C(OC(C(F)(F)F)C(F)(F)F)N1CCC2(CCCN2Cc2ccc(C(F)(F)F)c(N3CCOCC3)c2)CC1. The target protein (Q9QXM0) has sequence MNAMLETPELPAVFDGVKLAAVAAVLYVIVRCLNLKSPTAPPDLYFQDSGLSRFLLKSCPLLTKEYIPPLIWGKSGHIQTALYGKMGRVRSPHPYGHRKFITMSDGATSTFDLFEPLAEHCVGDDITMVICPGIANHSEKQYIRTFVDYAQKNGYRCAVLNHLGALPNIELTSPRMFTYGCTWEFGAMVNYIKRTYPQTQLVVVGFSLGGNIVCKYLGETQANQEKVLCCVSVCQGYSALRAQETFMQWDQCRRFYNFLMADNMKKIILSHRQALFGDHVKKPQSLEDTDLSRLYTATSLMQIDDNVMRKFHGYNSLKEYYEEESCMRYLHRIYVPLMLVNAADDPLVHESLLTIPKSLSEKRENVMFVLPLHGGHLGFFEGSVLFPEPLTWMDKLVVEYANAICQWERNKSQCSDTEQMEAELE. The pIC50 is 6.0. (8) The small molecule is Cc1c(C(CC(=O)O)c2ccc(F)c(CN3C[C@@H](C)Oc4ccccc4S3(=O)=O)c2)ccc2c1nnn2C. The target protein sequence is APKVGRLIYTAGGYFRQSLSYLEAYNPSDGTWLRLADLQVPRSGLAGCVVGGLLYAVGGRNNSPDGNTDSSALDCYNPMTNQWSPCAPMSVPRNRIGVGVIDGHIYAVGGSHGCIHHNSVERYEPERDEWHLVAPMLTRRIGVGVAVLNRLLYAVGGFDGTNRLNSAECYYPERNEWRMITAMNTIRSGAGVCVLHNCIYAAGGYDGQDQLNSVERYDVETETWTFVAPMKHRRSALGITVHQGRIYVLGGYDGHTFLDSVECYDPDTDTWSEVTRMTSGRSGVGVAVT. The pIC50 is 7.3.